From a dataset of Full USPTO retrosynthesis dataset with 1.9M reactions from patents (1976-2016). Predict the reactants needed to synthesize the given product. (1) Given the product [C:1]1([S:7]([N:10]2[CH2:19][CH2:18][C:17]3[C:12](=[CH:13][CH:14]=[C:15]([OH:20])[CH:16]=3)[CH:11]2[C:28]2[CH:33]=[CH:32][C:31]([O:34][CH2:35][CH2:36][N:37]3[CH2:41][CH2:40][CH2:39][CH2:38]3)=[CH:30][CH:29]=2)(=[O:9])=[O:8])[CH:2]=[CH:3][CH:4]=[CH:5][CH:6]=1, predict the reactants needed to synthesize it. The reactants are: [C:1]1([S:7]([N:10]2[CH2:19][CH2:18][C:17]3[C:12](=[CH:13][CH:14]=[C:15]([O:20]CC4C=CC=CC=4)[CH:16]=3)[CH:11]2[C:28]2[CH:33]=[CH:32][C:31]([O:34][CH2:35][CH2:36][N:37]3[CH2:41][CH2:40][CH2:39][CH2:38]3)=[CH:30][CH:29]=2)(=[O:9])=[O:8])[CH:6]=[CH:5][CH:4]=[CH:3][CH:2]=1.C([O-])=O.[NH4+]. (2) Given the product [CH:1]1([C:5]2[N:13]3[C:8]([C:9]([NH2:14])=[N:10][CH:11]=[N:12]3)=[C:7]([C:15]3[CH:24]=[C:23]4[C:18]([C:19]([CH3:31])=[CH:20][C:21]([C:25]5[CH:30]=[CH:29][CH:28]=[CH:27][CH:26]=5)=[N:22]4)=[CH:17][CH:16]=3)[N:6]=2)[CH2:2][CH2:3][CH2:4]1, predict the reactants needed to synthesize it. The reactants are: [CH:1]1([C:5]2[N:13]3[C:8]([C:9]([NH2:14])=[N:10][CH:11]=[N:12]3)=[C:7]([C:15]3[CH:24]=[C:23]4[C:18]([CH:19]=[CH:20][C:21]([C:25]5[CH:30]=[CH:29][CH:28]=[CH:27][CH:26]=5)=[N:22]4)=[CH:17][CH:16]=3)[N:6]=2)[CH2:4][CH2:3][CH2:2]1.[CH3:31]C1C2C(=CC(B3OC(C)(C)C(C)(C)C3)=CC=2)N=C(C2C=CC=CC=2)C=1.C(=O)([O-])[O-].[Cs+].[Cs+]. (3) Given the product [N:1]1([CH2:7][CH2:8][O:9][C:17]([O:18][N:19]2[C:23](=[O:24])[CH2:22][CH2:21][C:20]2=[O:25])=[O:26])[CH2:6][CH2:5][O:4][CH2:3][CH2:2]1, predict the reactants needed to synthesize it. The reactants are: [N:1]1([CH2:7][CH2:8][OH:9])[CH2:6][CH2:5][O:4][CH2:3][CH2:2]1.C(N(CC)CC)C.[C:17](=O)([O:26]N1C(=O)CCC1=O)[O:18][N:19]1[C:23](=[O:24])[CH2:22][CH2:21][C:20]1=[O:25]. (4) Given the product [CH3:1][O:5][C:6](=[O:40])[C@@H:7]([NH:11][C:12]([C@@H:14]1[C@@H:18]([C:19]2[CH:24]=[CH:23][CH:22]=[C:21]([Cl:25])[CH:20]=2)[C@@:17]([C:28]2[CH:29]=[CH:30][C:31]([Cl:34])=[CH:32][CH:33]=2)([C:26]#[N:27])[C@@H:16]([CH2:35][C:36]([CH3:37])([CH3:39])[CH3:38])[NH:15]1)=[O:13])[CH:8]([CH3:10])[CH3:9], predict the reactants needed to synthesize it. The reactants are: [C:1]([O:5][C:6](=[O:40])[C@@H:7]([NH:11][C:12]([C@H:14]1[C@H:18]([C:19]2[CH:24]=[CH:23][CH:22]=[C:21]([Cl:25])[CH:20]=2)[C@:17]([C:28]2[CH:33]=[CH:32][C:31]([Cl:34])=[CH:30][CH:29]=2)([C:26]#[N:27])[C@H:16]([CH2:35][C:36]([CH3:39])([CH3:38])[CH3:37])[NH:15]1)=[O:13])[CH:8]([CH3:10])[CH3:9])(C)(C)C.C(OC(=O)[C@@H](NC([C@@H]1[C@@H](C2C=CC=C(Cl)C=2)[C@@](C2C=CC(Cl)=CC=2)(C#N)[C@@H](CC(C)(C)C)N1)=O)C(C)C)(C)(C)C.OS(O)(=O)=O.